This data is from Catalyst prediction with 721,799 reactions and 888 catalyst types from USPTO. The task is: Predict which catalyst facilitates the given reaction. Reactant: [C:1]([O:5][C:6]([N:8]1[CH2:13][CH2:12][C@H:11]([CH2:14][O:15][C:16](=[O:18])[CH3:17])[C@H:10]([OH:19])[CH2:9]1)=[O:7])([CH3:4])([CH3:3])[CH3:2].C(N(CC)C(C)C)(C)C.Cl[CH2:30][O:31][CH3:32]. Product: [C:1]([O:5][C:6]([N:8]1[CH2:13][CH2:12][C@H:11]([CH2:14][O:15][C:16](=[O:18])[CH3:17])[C@H:10]([O:19][CH2:30][O:31][CH3:32])[CH2:9]1)=[O:7])([CH3:4])([CH3:2])[CH3:3]. The catalyst class is: 2.